Predict the reactants needed to synthesize the given product. From a dataset of Full USPTO retrosynthesis dataset with 1.9M reactions from patents (1976-2016). (1) Given the product [Cl:17][C:18]1[C:23]([Cl:24])=[CH:22][CH:21]=[CH:20][C:19]=1/[CH:25]=[CH:26]/[C:27]([NH:16][C:13]1[CH:14]=[CH:15][N:11]([CH2:10][CH2:9][CH2:8][CH2:7][C:2](=[O:6])[CH3:1])[N:12]=1)=[O:28], predict the reactants needed to synthesize it. The reactants are: [CH3:1][C:2]1([CH2:7][CH2:8][CH2:9][CH2:10][N:11]2[CH:15]=[CH:14][C:13]([NH2:16])=[N:12]2)[O:6]CCO1.[Cl:17][C:18]1[C:23]([Cl:24])=[CH:22][CH:21]=[CH:20][C:19]=1/[CH:25]=[CH:26]/[C:27](O)=[O:28]. (2) Given the product [CH3:17][C:12]1[CH:11]=[C:10]2[C:15]([CH:16]=[C:8]([C:5]3[CH:6]=[N:7][C:2]([N:18]4[CH:22]=[N:21][CH:20]=[N:19]4)=[CH:3][CH:4]=3)[NH:9]2)=[CH:14][CH:13]=1, predict the reactants needed to synthesize it. The reactants are: F[C:2]1[N:7]=[CH:6][C:5]([C:8]2[NH:9][C:10]3[C:15]([CH:16]=2)=[CH:14][CH:13]=[C:12]([CH3:17])[CH:11]=3)=[CH:4][CH:3]=1.[NH:18]1[CH:22]=[N:21][CH:20]=[N:19]1.C([O-])([O-])=O.[Cs+].[Cs+]. (3) Given the product [I:25][C:26](=[CH2:27])[CH2:32][C@H:1]1[CH2:7][O:6][C:3]([CH3:5])([CH3:4])[O:2]1, predict the reactants needed to synthesize it. The reactants are: [CH3:1][O:2][C:3]([O:6][CH3:7])([CH3:5])[CH3:4].C1(C)C=CC(S([O-])(=O)=O)=CC=1.[NH+]1C=CC=CC=1.[I:25][C:26](=[CH2:32])[CH2:27][C@H](O)CO. (4) Given the product [O:55]1[CH2:25][CH2:26][CH2:27][CH2:28][CH:23]1[O:31][NH:32][C:10]([C:8]1[S:7][C:5]2[NH:6][C:2](=[O:1])/[C:3](=[CH:13]\[C:14]3[NH:15][CH:16]=[CH:17][CH:18]=3)/[C:4]=2[CH:9]=1)=[O:12], predict the reactants needed to synthesize it. The reactants are: [O:1]=[C:2]1[NH:6][C:5]2[S:7][C:8]([C:10]([OH:12])=O)=[CH:9][C:4]=2/[C:3]/1=[CH:13]/[C:14]1[NH:15][CH:16]=[CH:17][CH:18]=1.ON1C2[CH:25]=[CH:26][CH:27]=[CH:28][C:23]=2N=N1.Cl.C[O:31][N:32](OC)CCCN=C=NCC.C(N(C(C)C)CC)(C)C.CN(C)C=[O:55]. (5) Given the product [I:27][C:2]1[C:3]2[C:8]([C:9]([C:16]3[CH:21]=[CH:20][CH:19]=[CH:18][CH:17]=3)=[C:10]3[C:15]=1[CH:14]=[CH:13][CH:12]=[CH:11]3)=[CH:7][CH:6]=[CH:5][CH:4]=2, predict the reactants needed to synthesize it. The reactants are: Br[C:2]1[C:3]2[C:8]([C:9]([C:16]3[CH:21]=[CH:20][CH:19]=[CH:18][CH:17]=3)=[C:10]3[C:15]=1[CH:14]=[CH:13][CH:12]=[CH:11]3)=[CH:7][CH:6]=[CH:5][CH:4]=2.C([Li])CCC.[I:27]I.S([O-])([O-])(=O)=S.[Na+].[Na+].